This data is from Experimentally validated miRNA-target interactions with 360,000+ pairs, plus equal number of negative samples. The task is: Binary Classification. Given a miRNA mature sequence and a target amino acid sequence, predict their likelihood of interaction. The miRNA is hsa-miR-3609 with sequence CAAAGUGAUGAGUAAUACUGGCUG. The protein sequence of the target gene is MSGFDNLNSGFYQTSYSIDEQSQQSYDYGGSGGPYSKQYAGCDYSQQGRFVPPDMMQPQQTYTGQIYQPTQAYPPTTPQPFYGDSFEEEPPLLEELGINFDHIWQKTLTVLHPLRAADGSIMNETDLAGPVVFCLAFGATLLLAGKIQFGYVYGISAIGCLGMFCLLNLMSMTGVSFGCVASVLGYCLLPMILLSSFAVVFSLQGMVGILLTATIIGWCSFSASKIFISALAMDGQQLLVAYPCALLYGVFALISVF. Result: 0 (no interaction).